Dataset: Full USPTO retrosynthesis dataset with 1.9M reactions from patents (1976-2016). Task: Predict the reactants needed to synthesize the given product. Given the product [CH3:24][N:25]1[C:29]2[CH:30]=[CH:31][CH:32]=[CH:33][C:28]=2[N:27]=[C:26]1[NH:23][CH2:22][C:16]1([C:13]2[CH:14]=[CH:15][C:10]([O:9][CH2:8][CH2:7][CH2:6][N:1]3[CH2:5][CH2:4][CH2:3][CH2:2]3)=[CH:11][CH:12]=2)[CH2:17][CH2:18][O:19][CH2:20][CH2:21]1, predict the reactants needed to synthesize it. The reactants are: [N:1]1([CH2:6][CH2:7][CH2:8][O:9][C:10]2[CH:15]=[CH:14][C:13]([C:16]3([CH2:22][NH2:23])[CH2:21][CH2:20][O:19][CH2:18][CH2:17]3)=[CH:12][CH:11]=2)[CH2:5][CH2:4][CH2:3][CH2:2]1.[CH3:24][N:25]1[C:29]2[CH:30]=[CH:31][CH:32]=[CH:33][C:28]=2[N:27]=[C:26]1S(O)(=O)=O.C(N(CC)C(C)C)(C)C.